Task: Predict the product of the given reaction.. Dataset: Forward reaction prediction with 1.9M reactions from USPTO patents (1976-2016) (1) The product is: [OH:41][CH2:40][CH2:39][CH2:38][N:1]1[C:5]2[CH:6]=[CH:7][CH:8]=[CH:9][C:4]=2[N:3]=[C:2]1[C:10]([N:12]([CH2:34][CH:35]([CH3:37])[CH3:36])[C@H:13]1[CH2:18][C@@H:17]([C:19]([N:21]2[CH2:22][CH2:23][O:24][CH2:25][CH2:26]2)=[O:20])[CH2:16][N:15]([C:27]([O:29][C:30]([CH3:31])([CH3:32])[CH3:33])=[O:28])[CH2:14]1)=[O:11]. Given the reactants [NH:1]1[C:5]2[CH:6]=[CH:7][CH:8]=[CH:9][C:4]=2[N:3]=[C:2]1[C:10]([N:12]([CH2:34][CH:35]([CH3:37])[CH3:36])[C@H:13]1[CH2:18][C@@H:17]([C:19]([N:21]2[CH2:26][CH2:25][O:24][CH2:23][CH2:22]2)=[O:20])[CH2:16][N:15]([C:27]([O:29][C:30]([CH3:33])([CH3:32])[CH3:31])=[O:28])[CH2:14]1)=[O:11].[CH2:38](O)[CH2:39][CH2:40][OH:41].C1(P(C2C=CC=CC=2)C2C=CC=CC=2)C=CC=CC=1.N(C(OC(C)C)=O)=NC(OC(C)C)=O, predict the reaction product. (2) Given the reactants [O:1]=[C:2]1[CH2:6][CH:5]([C:7]2[CH:12]=[C:11]([F:13])[C:10]([F:14])=[C:9]([F:15])[CH:8]=2)[CH2:4][N:3]1[CH2:16][N:17]1[CH:21]=[C:20](C#N)[N:19]=[CH:18]1.[NH3:24].[CH3:25]O, predict the reaction product. The product is: [NH2:24][CH2:25][C:21]1[N:17]([CH2:16][N:3]2[CH2:4][CH:5]([C:7]3[CH:12]=[C:11]([F:13])[C:10]([F:14])=[C:9]([F:15])[CH:8]=3)[CH2:6][C:2]2=[O:1])[CH:18]=[N:19][CH:20]=1. (3) Given the reactants [Br:1][C:2]1[N:7]=[CH:6][C:5]([CH2:8][CH2:9]O)=[CH:4][CH:3]=1.[CH2:11]([N:13](CC)[CH2:14]C)C.S(Cl)(C)(=O)=O.CNC, predict the reaction product. The product is: [Br:1][C:2]1[N:7]=[CH:6][C:5]([CH2:8][CH2:9][N:13]([CH3:14])[CH3:11])=[CH:4][CH:3]=1. (4) Given the reactants [Mg].Br[C:3]1[CH:8]=[CH:7][C:6]([C:9]([F:12])([F:11])[F:10])=[CH:5][CH:4]=1.[F:13][C:14]([F:22])([F:21])[C:15]1[CH:20]=[CH:19][CH:18]=[CH:17][CH:16]=1.C[CH2:24][O:25]CC, predict the reaction product. The product is: [F:10][C:9]([F:12])([F:11])[C:6]1[CH:7]=[CH:8][C:3]([CH:24]([C:18]2[CH:19]=[CH:20][C:15]([C:14]([F:22])([F:21])[F:13])=[CH:16][CH:17]=2)[OH:25])=[CH:4][CH:5]=1. (5) Given the reactants [Cl:1][C:2]1[CH:3]=[C:4]([CH2:14][N:15]2[C:19]([CH3:20])=[CH:18][C:17]([C:21](Cl)=[O:22])=[N:16]2)[C:5]2[O:9][C:8]([CH:10]([CH3:12])[CH3:11])=[CH:7][C:6]=2[CH:13]=1.C(N(CC)CC)C.[NH2:31][N:32]1[CH2:37][CH2:36][CH2:35][CH2:34][CH2:33]1, predict the reaction product. The product is: [Cl:1][C:2]1[CH:3]=[C:4]([CH2:14][N:15]2[C:19]([CH3:20])=[CH:18][C:17]([C:21]([NH:31][N:32]3[CH2:37][CH2:36][CH2:35][CH2:34][CH2:33]3)=[O:22])=[N:16]2)[C:5]2[O:9][C:8]([CH:10]([CH3:12])[CH3:11])=[CH:7][C:6]=2[CH:13]=1. (6) Given the reactants [Cl:1][C:2]1[CH:7]=[CH:6][C:5]([S:8][CH2:9][C:10]2[CH:15]=[N:14][NH:13][C:12](=[O:16])[CH:11]=2)=[CH:4][CH:3]=1.[OH:17][C:18]([CH3:33])([CH3:32])[CH2:19][O:20][C:21]1[CH:26]=[CH:25][C:24](B(O)O)=[CH:23][C:22]=1[O:30][CH3:31].N1C=CC=CC=1.Cl, predict the reaction product. The product is: [Cl:1][C:2]1[CH:7]=[CH:6][C:5]([S:8][CH2:9][C:10]2[CH:15]=[N:14][N:13]([C:24]3[CH:25]=[CH:26][C:21]([O:20][CH2:19][C:18]([OH:17])([CH3:33])[CH3:32])=[C:22]([O:30][CH3:31])[CH:23]=3)[C:12](=[O:16])[CH:11]=2)=[CH:4][CH:3]=1.